From a dataset of Reaction yield outcomes from USPTO patents with 853,638 reactions. Predict the reaction yield, written as a fraction of the theoretical maximum amount of product (1.0 means a 100% yield; for example, 0.34 means a 34% yield). The reactants are [Cl:1][C:2]1[C:3]([O:12][C:13]2[CH:18]=[C:17]([O:19][CH2:20][CH2:21][O:22][CH3:23])[CH:16]=[CH:15][C:14]=2[CH2:24][OH:25])=[N:4][CH:5]=[C:6]([C:8]([F:11])([F:10])[F:9])[CH:7]=1.Cl[S:27]([N:30]=[C:31]=[O:32])(=[O:29])=[O:28].[CH2:33]([O:35][CH2:36][CH2:37][NH2:38])[CH3:34].Cl. The catalyst is ClCCl.C(OCC)(=O)C.N1C=CC=CC=1. The product is [CH2:33]([O:35][CH2:36][CH2:37][NH:38][S:27]([NH:30][C:31](=[O:32])[O:25][CH2:24][C:14]1[CH:15]=[CH:16][C:17]([O:19][CH2:20][CH2:21][O:22][CH3:23])=[CH:18][C:13]=1[O:12][C:3]1[C:2]([Cl:1])=[CH:7][C:6]([C:8]([F:9])([F:11])[F:10])=[CH:5][N:4]=1)(=[O:29])=[O:28])[CH3:34]. The yield is 0.440.